From a dataset of Reaction yield outcomes from USPTO patents with 853,638 reactions. Predict the reaction yield, written as a fraction of the theoretical maximum amount of product (1.0 means a 100% yield; for example, 0.34 means a 34% yield). (1) The reactants are [CH3:1][N:2]1[C:10]2[CH:9]=[C:8]([N:11]3[CH:16]=[CH:15][C:14]([O:17][CH2:18][C:19]4[CH:24]=[CH:23][CH:22]=[CH:21][N:20]=4)=[CH:13][C:12]3=[O:25])[CH:7]=[CH:6][C:5]=2[C:4]2[CH2:26][N:27](C(OC(C)(C)C)=O)[CH2:28][CH2:29][C:3]1=2.C1(N)C(F)=C(F)C(F)=C(N)C=1F.[ClH:49].Cl. The yield is 0.770. No catalyst specified. The product is [ClH:49].[ClH:49].[CH3:1][N:2]1[C:10]2[CH:9]=[C:8]([N:11]3[CH:16]=[CH:15][C:14]([O:17][CH2:18][C:19]4[CH:24]=[CH:23][CH:22]=[CH:21][N:20]=4)=[CH:13][C:12]3=[O:25])[CH:7]=[CH:6][C:5]=2[C:4]2[CH2:26][NH:27][CH2:28][CH2:29][C:3]1=2. (2) The reactants are [CH3:1][N:2]1[CH2:7][CH2:6][NH:5][CH2:4][CH2:3]1.C(=O)([O-])[O-].[K+].[K+].Cl[C:15]1[C:20]([CH:21]=[O:22])=[CH:19][CH:18]=[CH:17][N:16]=1. The catalyst is O.O1CCOCC1. The product is [CH3:1][N:2]1[CH2:7][CH2:6][N:5]([C:15]2[C:20]([CH:21]=[O:22])=[CH:19][CH:18]=[CH:17][N:16]=2)[CH2:4][CH2:3]1. The yield is 0.980. (3) The reactants are C([O:8][C:9]1[CH:18]=[C:17]2[C:12]([C:13](=[O:27])[N:14]([CH2:19][O:20][C:21](=[O:26])[C:22]([CH3:25])([CH3:24])[CH3:23])[CH:15]=[N:16]2)=[CH:11][C:10]=1[O:28][CH3:29])C1C=CC=CC=1. The catalyst is [Pd].C(OCC)(=O)C.CN(C=O)C.CO.C(O)(=O)C. The product is [OH:8][C:9]1[CH:18]=[C:17]2[C:12]([C:13](=[O:27])[N:14]([CH2:19][O:20][C:21](=[O:26])[C:22]([CH3:23])([CH3:24])[CH3:25])[CH:15]=[N:16]2)=[CH:11][C:10]=1[O:28][CH3:29]. The yield is 0.800. (4) The reactants are [CH2:1]([O:8][CH2:9][C@@:10]12[CH2:22][CH2:21][CH2:20][N:11]1[C@@H:12](C(Cl)(Cl)Cl)[O:13][C:14]2=[O:15])[C:2]1[CH:7]=[CH:6][CH:5]=[CH:4][CH:3]=1.C[O-].[Na+].C(Cl)(=O)C. The catalyst is CO. The product is [CH3:12][O:13][C:14]([C@:10]1([CH2:9][O:8][CH2:1][C:2]2[CH:3]=[CH:4][CH:5]=[CH:6][CH:7]=2)[CH2:22][CH2:21][CH2:20][NH:11]1)=[O:15]. The yield is 0.870. (5) The reactants are [CH2:1]([C:3]1[O:4][C:5]([C:9]([OH:11])=O)=[C:6]([CH3:8])[N:7]=1)[CH3:2].O1CCCC1.C(Cl)(=O)C(Cl)=O.[NH2:23][C:24]1[CH:25]=[C:26]([CH:43]=[CH:44][C:45]=1[F:46])[O:27][C:28]1[CH:29]=[CH:30][C:31]2[N:32]([CH:34]=[C:35]([NH:37][C:38]([CH:40]3[CH2:42][CH2:41]3)=[O:39])[N:36]=2)[N:33]=1. The yield is 0.700. The product is [CH:40]1([C:38]([NH:37][C:35]2[N:36]=[C:31]3[CH:30]=[CH:29][C:28]([O:27][C:26]4[CH:43]=[CH:44][C:45]([F:46])=[C:24]([NH:23][C:9]([C:5]5[O:4][C:3]([CH2:1][CH3:2])=[N:7][C:6]=5[CH3:8])=[O:11])[CH:25]=4)=[N:33][N:32]3[CH:34]=2)=[O:39])[CH2:41][CH2:42]1. The catalyst is CN(C)C=O.CN(C)C(=O)C. (6) The reactants are [CH3:1][C:2]1([CH3:11])[CH2:7][CH2:6][C:5](=[O:8])[CH2:4][C@@H:3]1[CH:9]=[O:10].[O:12]=[Cr](=O)=O.S(=O)(=O)(O)O.[OH-].[Na+]. The catalyst is CCOCC. The product is [CH3:1][C:2]1([CH3:11])[CH2:7][CH2:6][C:5](=[O:8])[CH2:4][C@@H:3]1[C:9]([OH:12])=[O:10]. The yield is 0.760. (7) The reactants are CO[C:3]([CH:5]1[C:10](=O)[CH2:9][CH2:8][N:7]([C:12]2[CH:13]=[N:14][C:15]([O:19][CH3:20])=[C:16]([CH3:18])[CH:17]=2)[CH2:6]1)=[O:4].C(O)(=O)C.[CH:25]([NH2:27])=[NH:26].C[O-].[Na+].C(O)(=O)C. The catalyst is CO.C(Cl)Cl. The product is [CH3:20][O:19][C:15]1[N:14]=[CH:13][C:12]([N:7]2[CH2:8][CH2:9][C:10]3[N:26]=[CH:25][N:27]=[C:3]([OH:4])[C:5]=3[CH2:6]2)=[CH:17][C:16]=1[CH3:18]. The yield is 0.760.